Dataset: Forward reaction prediction with 1.9M reactions from USPTO patents (1976-2016). Task: Predict the product of the given reaction. (1) Given the reactants OC(C(F)(F)F)=O.[NH2:8][C:9]1([CH2:34][C:35]2[CH:40]=[CH:39][CH:38]=[CH:37][CH:36]=2)[CH2:13][CH2:12][O:11][CH:10]1[O:14][CH2:15][C:16]1[CH:17]=[C:18]([CH:23]=[C:24]([N:26]([S:30]([CH3:33])(=[O:32])=[O:31])[CH2:27][CH2:28][CH3:29])[CH:25]=1)[C:19]([O:21]C)=[O:20].[Li+].[OH-].Cl, predict the reaction product. The product is: [NH2:8][C:9]1([CH2:34][C:35]2[CH:36]=[CH:37][CH:38]=[CH:39][CH:40]=2)[CH2:13][CH2:12][O:11][CH:10]1[O:14][CH2:15][C:16]1[CH:17]=[C:18]([CH:23]=[C:24]([N:26]([S:30]([CH3:33])(=[O:32])=[O:31])[CH2:27][CH2:28][CH3:29])[CH:25]=1)[C:19]([OH:21])=[O:20]. (2) The product is: [N:3]1([C:1]([N:30]2[CH2:29][CH2:28][N:27]([C:19]3[N:18]=[C:17]([NH:16][CH2:13][CH:14]=[CH2:15])[N:22]=[C:21]([NH:23][CH2:24][CH:25]=[CH2:26])[N:20]=3)[CH2:32][CH2:31]2)=[S:2])[CH:7]=[CH:6][N:5]=[CH:4]1. Given the reactants [C:1](N1C=CN=C1)([N:3]1[CH:7]=[CH:6][N:5]=[CH:4]1)=[S:2].[CH2:13]([NH:16][C:17]1[N:22]=[C:21]([NH:23][CH2:24][CH:25]=[CH2:26])[N:20]=[C:19]([N:27]2[CH2:32][CH2:31][NH:30][CH2:29][CH2:28]2)[N:18]=1)[CH:14]=[CH2:15].C1CCN2C(=NCCC2)CC1.C(OCC)(=O)C, predict the reaction product. (3) Given the reactants [CH:1]([C:3]1[CH:7]=[CH:6][N:5]([C:8]2[CH:9]=[C:10]3[C:15](=[CH:16][C:17]=2[N+:18]([O-:20])=[O:19])[NH:14][C:13](=[O:21])[N:12]([NH:22][S:23]([CH3:26])(=[O:25])=[O:24])[C:11]3=[O:27])[CH:4]=1)=[O:2].CO, predict the reaction product. The product is: [OH:2][CH2:1][C:3]1[CH:7]=[CH:6][N:5]([C:8]2[CH:9]=[C:10]3[C:15](=[CH:16][C:17]=2[N+:18]([O-:20])=[O:19])[NH:14][C:13](=[O:21])[N:12]([NH:22][S:23]([CH3:26])(=[O:25])=[O:24])[C:11]3=[O:27])[CH:4]=1. (4) Given the reactants [F:1][C:2]1[CH:7]=[CH:6][C:5]([N:8]2[C:16]3[C:11](=[CH:12][C:13]([O:17][CH:18]([C:23]4[CH:28]=[CH:27][CH:26]=[CH:25][CH:24]=4)[C:19]([O:21]C)=[O:20])=[CH:14][CH:15]=3)[CH:10]=[N:9]2)=[CH:4][CH:3]=1.C[Si](C)(C)[C:31]([F:34])([F:33])[F:32].[F-].[Cs+].[F-].C([N+](CCCC)(CCCC)CCCC)CCC, predict the reaction product. The product is: [F:32][C:31]([F:34])([F:33])[C:19]([OH:20])([OH:21])[CH:18]([O:17][C:13]1[CH:12]=[C:11]2[C:16](=[CH:15][CH:14]=1)[N:8]([C:5]1[CH:4]=[CH:3][C:2]([F:1])=[CH:7][CH:6]=1)[N:9]=[CH:10]2)[C:23]1[CH:28]=[CH:27][CH:26]=[CH:25][CH:24]=1. (5) Given the reactants Cl.Cl.Cl.Cl[C:5]1([C:11]2[C:12]([O:17][CH:18]3[CH2:21][N:20]([C:22]([O:24][CH2:25][C:26]4[CH:31]=[CH:30][CH:29]=[CH:28][CH:27]=4)=[O:23])[CH2:19]3)=[N:13][CH:14]=[CH:15][N:16]=2)[CH2:10][CH2:9][NH:8][CH2:7][CH2:6]1.[C:32](N1C=CN=C1)(=[O:34])[CH3:33].CCN(C(C)C)C(C)C.[OH2:49], predict the reaction product. The product is: [C:32]([N:8]1[CH2:9][CH2:10][C:5]([C:11]2[C:12]([O:17][CH:18]3[CH2:21][N:20]([C:22]([O:24][CH2:25][C:26]4[CH:31]=[CH:30][CH:29]=[CH:28][CH:27]=4)=[O:23])[CH2:19]3)=[N:13][CH:14]=[CH:15][N:16]=2)([OH:49])[CH2:6][CH2:7]1)(=[O:34])[CH3:33].